Dataset: Reaction yield outcomes from USPTO patents with 853,638 reactions. Task: Predict the reaction yield, written as a fraction of the theoretical maximum amount of product (1.0 means a 100% yield; for example, 0.34 means a 34% yield). (1) No catalyst specified. The reactants are [CH3:1][C:2]([CH3:7])([CH3:6])[C@H:3]([NH2:5])[CH3:4].[CH3:8][C:9]1[CH:17]=[C:16]([S:18][CH3:19])[CH:15]=[C:14]([CH3:20])[C:10]=1[C:11](O)=[O:12]. The product is [CH3:1][C:2]([CH3:7])([CH3:6])[C@H:3]([NH:5][C:11](=[O:12])[C:10]1[C:14]([CH3:20])=[CH:15][C:16]([S:18][CH3:19])=[CH:17][C:9]=1[CH3:8])[CH3:4]. The yield is 0.230. (2) The reactants are [CH2:1]([O:8][C:9]1[CH:14]=[CH:13][C:12]([C:15]2[N:19]([CH:20]3[CH2:25][CH2:24][CH2:23][CH2:22][CH2:21]3)[C:18]3[CH:26]=[CH:27][C:28]([S:30]([NH2:33])(=[O:32])=[O:31])=[CH:29][C:17]=3[N:16]=2)=[CH:11][CH:10]=1)[C:2]1[CH:7]=[CH:6][CH:5]=[CH:4][CH:3]=1.[C:34](Cl)(=[O:41])[C:35]1[CH:40]=[CH:39][CH:38]=[CH:37][CH:36]=1. No catalyst specified. The product is [C:34]([NH:33][S:30]([C:28]1[CH:27]=[CH:26][C:18]2[N:19]([CH:20]3[CH2:21][CH2:22][CH2:23][CH2:24][CH2:25]3)[C:15]([C:12]3[CH:11]=[CH:10][C:9]([O:8][CH2:1][C:2]4[CH:7]=[CH:6][CH:5]=[CH:4][CH:3]=4)=[CH:14][CH:13]=3)=[N:16][C:17]=2[CH:29]=1)(=[O:32])=[O:31])(=[O:41])[C:35]1[CH:40]=[CH:39][CH:38]=[CH:37][CH:36]=1. The yield is 0.180. (3) The reactants are [Cl:1][C:2]1[N:7]=[C:6]([C:8](OCC)=[O:9])[C:5]([NH:13][CH2:14][C:15]([O:18][CH3:19])([CH3:17])[CH3:16])=[CH:4][N:3]=1.[NH3:20]. No catalyst specified. The product is [Cl:1][C:2]1[N:7]=[C:6]([C:8]([NH2:20])=[O:9])[C:5]([NH:13][CH2:14][C:15]([O:18][CH3:19])([CH3:17])[CH3:16])=[CH:4][N:3]=1. The yield is 0.930. (4) The reactants are C([N:8]1[CH2:13][CH2:12][CH:11]([N:14]([C:19]2[CH:24]=[CH:23][C:22]([Cl:25])=[C:21]([O:26][CH3:27])[CH:20]=2)[C:15](=[O:18])[CH2:16][CH3:17])[CH2:10][CH2:9]1)C1C=CC=CC=1.ClC(OC(Cl)C)=O. The catalyst is ClC(Cl)C. The product is [Cl:25][C:22]1[CH:23]=[CH:24][C:19]([N:14]([CH:11]2[CH2:10][CH2:9][NH:8][CH2:13][CH2:12]2)[C:15](=[O:18])[CH2:16][CH3:17])=[CH:20][C:21]=1[O:26][CH3:27]. The yield is 0.850. (5) The catalyst is C(Cl)Cl.CC1C=CC=CC=1[P](C1C=CC=CC=1C)([Pd](Cl)(Cl)[P](C1=C(C)C=CC=C1)(C1C=CC=CC=1C)C1C=CC=CC=1C)C1C=CC=CC=1C. The product is [F:10][C:8]1[CH:7]=[C:6]([C:11]2[CH:16]=[CH:15][CH:14]=[CH:13][C:12]=2[C:17]2[CH:18]=[CH:19][CH:20]=[CH:21][CH:22]=2)[C:5]([OH:23])=[C:4]([CH:1]=[CH:2][CH3:3])[CH:9]=1. The yield is 0.930. The reactants are [CH2:1]([C:4]1[CH:9]=[C:8]([F:10])[CH:7]=[C:6]([C:11]2[CH:16]=[CH:15][CH:14]=[CH:13][C:12]=2[C:17]2[CH:22]=[CH:21][CH:20]=[CH:19][CH:18]=2)[C:5]=1[OH:23])[CH:2]=[CH2:3]. (6) The reactants are [H-].[Al+3].[Li+].[H-].[H-].[H-].C(O[C:12](=O)[NH:13][CH:14]1[CH:21]2[CH2:22][CH:17]3[CH2:18][C:19]([OH:24])([CH2:23][CH:15]1[CH2:16]3)[CH2:20]2)(C)(C)C. The catalyst is C1COCC1. The product is [CH3:12][NH:13][CH:14]1[CH:21]2[CH2:20][C:19]3([OH:24])[CH2:18][CH:17]([CH2:16][CH:15]1[CH2:23]3)[CH2:22]2. The yield is 0.900. (7) The reactants are [CH2:1]([O:3][C:4](=[O:30])[CH:5]([O:7][P:8]([CH2:17][CH2:18][NH:19]C(OCC1C=CC=CC=1)=O)([O:10][C:11]1[CH:16]=[CH:15][CH:14]=[CH:13][CH:12]=1)=[O:9])[CH3:6])[CH3:2].C(O)(=O)C. The catalyst is C(O)C.[Pd]. The product is [C:4]([OH:30])(=[O:3])[CH3:5].[CH2:1]([O:3][C:4](=[O:30])[CH:5]([O:7][P:8]([CH2:17][CH2:18][NH2:19])([O:10][C:11]1[CH:16]=[CH:15][CH:14]=[CH:13][CH:12]=1)=[O:9])[CH3:6])[CH3:2]. The yield is 0.870. (8) The reactants are Cl[C:2]1[N:7]=[CH:6][C:5]([S:8]([NH2:11])(=[O:10])=[O:9])=[CH:4][CH:3]=1.[CH3:12][O:13][CH2:14][CH2:15][CH2:16][NH2:17]. No catalyst specified. The product is [CH3:12][O:13][CH2:14][CH2:15][CH2:16][NH:17][C:2]1[N:7]=[CH:6][C:5]([S:8]([NH2:11])(=[O:10])=[O:9])=[CH:4][CH:3]=1. The yield is 0.780.